From a dataset of Forward reaction prediction with 1.9M reactions from USPTO patents (1976-2016). Predict the product of the given reaction. (1) The product is: [CH3:1][C:2]1[C:6]2[C:5](=[N:7][CH:13]=[C:12]([N+:9]([O-:11])=[O:10])[CH:15]=2)[NH:4][N:3]=1. Given the reactants [CH3:1][C:2]1[CH:6]=[C:5]([NH2:7])[NH:4][N:3]=1.O.[N+:9]([CH:12]([CH:15]=O)[CH:13]=O)([O-:11])=[O:10].[Na].CC(O)=O, predict the reaction product. (2) Given the reactants [C:1]([OH:9])(=O)[C:2]1[CH:7]=[CH:6][CH:5]=[CH:4][CH:3]=1.C(N(CC)C(C)C)(C)C.F[P-](F)(F)(F)(F)F.CN(C(N(C)C)=[N+]1C2C(=NC=CC=2)[N+]([O-])=N1)C.[F:43][C:44]([F:66])([F:65])[O:45][C:46]1[CH:51]=[CH:50][C:49]([N:52]2[CH:56]=[N:55][C:54]([C:57]3[CH:62]=[CH:61][C:60]([CH2:63][NH2:64])=[CH:59][CH:58]=3)=[N:53]2)=[CH:48][CH:47]=1, predict the reaction product. The product is: [F:66][C:44]([F:43])([F:65])[O:45][C:46]1[CH:47]=[CH:48][C:49]([N:52]2[CH:56]=[N:55][C:54]([C:57]3[CH:62]=[CH:61][C:60]([CH2:63][NH:64][C:1](=[O:9])[C:2]4[CH:3]=[CH:4][CH:5]=[CH:6][CH:7]=4)=[CH:59][CH:58]=3)=[N:53]2)=[CH:50][CH:51]=1. (3) Given the reactants [NH2:1][S:2]([N:5]1[CH2:9][CH2:8][C@H:7]([NH:10][C:11](=[O:17])[O:12][C:13]([CH3:16])([CH3:15])[CH3:14])[CH2:6]1)(=[O:4])=[O:3].C1(P(C2CCCCC2)C2C=CC=CC=2C2C(C(C)C)=CC(C(C)C)=CC=2C(C)C)CCCCC1.C(=O)([O-])[O-].[Cs+].[Cs+].Cl[C:59]1[CH:64]=[C:63]([O:65][CH3:66])[N:62]=[C:61]([S:67][CH2:68][C:69]2[CH:74]=[CH:73][CH:72]=[C:71]([F:75])[C:70]=2[F:76])[N:60]=1, predict the reaction product. The product is: [F:76][C:70]1[C:71]([F:75])=[CH:72][CH:73]=[CH:74][C:69]=1[CH2:68][S:67][C:61]1[N:60]=[C:59]([NH:1][S:2]([N:5]2[CH2:9][CH2:8][C@H:7]([NH:10][C:11](=[O:17])[O:12][C:13]([CH3:14])([CH3:16])[CH3:15])[CH2:6]2)(=[O:4])=[O:3])[CH:64]=[C:63]([O:65][CH3:66])[N:62]=1.